From a dataset of Reaction yield outcomes from USPTO patents with 853,638 reactions. Predict the reaction yield, written as a fraction of the theoretical maximum amount of product (1.0 means a 100% yield; for example, 0.34 means a 34% yield). (1) The reactants are [C:1]([C:5]1[CH:10]=[CH:9][C:8]([S:11]([NH2:14])(=[O:13])=[O:12])=[CH:7][CH:6]=1)(=[O:4])[CH2:2][CH3:3].[CH3:15][N:16]([CH:18]=O)[CH3:17].CN(C(OC)OC)C. The catalyst is C(OC(=O)C)C. The product is [CH3:15][N:16]([CH3:18])[CH:17]=[N:14][S:11]([C:8]1[CH:7]=[CH:6][C:5]([C:1](=[O:4])[CH2:2][CH3:3])=[CH:10][CH:9]=1)(=[O:12])=[O:13]. The yield is 0.940. (2) The reactants are [CH3:1][O:2][C:3](=[O:14])[C:4]1[CH:9]=[C:8]([O:10][CH3:11])[CH:7]=[C:6]([O:12][CH3:13])[CH:5]=1.C1C(=O)N([Br:22])C(=O)C1.[O-]S([O-])=O.[Na+].[Na+]. The catalyst is CC#N. The product is [CH3:1][O:2][C:3](=[O:14])[C:4]1[CH:5]=[C:6]([O:12][CH3:13])[CH:7]=[C:8]([O:10][CH3:11])[C:9]=1[Br:22]. The yield is 0.930. (3) The reactants are [CH3:1][O:2][C:3]1[CH:4]=[C:5]2[C:10](=[CH:11][CH:12]=1)[CH:9]=[C:8]([CH:13]([CH3:37])[C:14]([O:16][C@H:17]([C:27]1[CH:32]=[CH:31][C:30]([O:33][CH3:34])=[C:29]([O:35][CH3:36])[CH:28]=1)[CH2:18][C:19]1[C:24]([Cl:25])=[CH:23][N:22]=[CH:21][C:20]=1[Cl:26])=[O:15])[CH:7]=[CH:6]2.CO. The catalyst is C(Cl)(Cl)Cl. The product is [CH3:1][O:2][C:3]1[CH:4]=[C:5]2[C:10](=[CH:11][CH:12]=1)[CH:9]=[C:8]([C@@H:13]([CH3:37])[C:14]([O:16][C@H:17]([C:27]1[CH:32]=[CH:31][C:30]([O:33][CH3:34])=[C:29]([O:35][CH3:36])[CH:28]=1)[CH2:18][C:19]1[C:24]([Cl:25])=[CH:23][N:22]=[CH:21][C:20]=1[Cl:26])=[O:15])[CH:7]=[CH:6]2. The yield is 0.880. (4) The product is [CH3:16][N:12]([CH3:11])[C:13]1[CH:14]=[CH:8][C:3]([O:2][CH3:1])=[CH:4][CH:15]=1. The yield is 0.190. The catalyst is CC#N. The reactants are [CH3:1][O:2][C:3]1[CH:8]=CC(N)=C[CH:4]=1.C[CH2:11][N:12]([CH:16](C)C)[CH:13]([CH3:15])[CH3:14].CSC. (5) The reactants are Cl.[CH2:2]([O:4][C:5](=[O:15])[C@H:6]([CH2:8][C:9]1[CH:14]=[CH:13][CH:12]=[CH:11][CH:10]=1)[NH2:7])[CH3:3].C(N(CC)C(C)C)(C)C.[N+:25]([C:28]1[CH:33]=[CH:32][C:31]([S:34](Cl)(=[O:36])=[O:35])=[CH:30][CH:29]=1)([O-:27])=[O:26]. The catalyst is ClCCl.O. The product is [CH2:2]([O:4][C:5](=[O:15])[CH:6]([NH:7][S:34]([C:31]1[CH:30]=[CH:29][C:28]([N+:25]([O-:27])=[O:26])=[CH:33][CH:32]=1)(=[O:35])=[O:36])[CH2:8][C:9]1[CH:14]=[CH:13][CH:12]=[CH:11][CH:10]=1)[CH3:3]. The yield is 0.940.